The task is: Predict the reactants needed to synthesize the given product.. This data is from Full USPTO retrosynthesis dataset with 1.9M reactions from patents (1976-2016). (1) The reactants are: C(N(CC=C)CC1SC=CC=1)C=C.[CH2:14]([N:17]([CH2:21][C:22]1[S:26][C:25]([S:27](Cl)(=[O:29])=[O:28])=[CH:24][CH:23]=1)[CH2:18][CH:19]=[CH2:20])[CH:15]=[CH2:16].COC1C=C(C=CC=1)C(NCC1C=CSC=1S(Cl)(=O)=O)=O.CCCCC.C1C(=O)N(Cl)C(=O)C1.[O:65]1[C:69]2([CH2:74][CH2:73][NH:72][CH2:71][CH2:70]2)[O:68][CH2:67][CH2:66]1.C(N(CC)CC)C. Given the product [CH2:14]([N:17]([CH2:18][CH:19]=[CH2:20])[CH2:21][C:22]1[S:26][C:25]([S:27]([N:72]2[CH2:73][CH2:74][C:69]3([O:68][CH2:67][CH2:66][O:65]3)[CH2:70][CH2:71]2)(=[O:29])=[O:28])=[CH:24][CH:23]=1)[CH:15]=[CH2:16], predict the reactants needed to synthesize it. (2) Given the product [ClH:7].[ClH:7].[CH3:26][N:23]1[CH2:24][CH2:25][N:20]([CH2:19][C:12]2[CH:13]=[CH:14][C:15]([N+:16]([O-:18])=[O:17])=[C:10]([NH:28][C:29]3[S:33][C:32]([C:34]([O:36][CH3:37])=[O:35])=[C:31]([O:38][C@@H:39]([C:41]4[CH:46]=[CH:45][CH:44]=[CH:43][C:42]=4[C:47]([F:50])([F:48])[F:49])[CH3:40])[CH:30]=3)[CH:11]=2)[CH2:21][CH2:22]1, predict the reactants needed to synthesize it. The reactants are: C([O-])([O-])=O.[K+].[K+].[ClH:7].Cl.Br[C:10]1[CH:11]=[C:12]([CH2:19][N:20]2[CH2:25][CH2:24][N:23]([CH3:26])[CH2:22][CH2:21]2)[CH:13]=[CH:14][C:15]=1[N+:16]([O-:18])=[O:17].Cl.[NH2:28][C:29]1[S:33][C:32]([C:34]([O:36][CH3:37])=[O:35])=[C:31]([O:38][C@@H:39]([C:41]2[CH:46]=[CH:45][CH:44]=[CH:43][C:42]=2[C:47]([F:50])([F:49])[F:48])[CH3:40])[CH:30]=1. (3) The reactants are: C(OC([N:8]1[CH2:12][CH2:11][CH:10]([NH:13][C:14]([O:16][CH3:17])=[O:15])[CH2:9]1)=O)(C)(C)C. Given the product [CH3:17][O:16][C:14]([NH:13][CH:10]1[CH2:11][CH2:12][NH:8][CH2:9]1)=[O:15], predict the reactants needed to synthesize it. (4) Given the product [CH3:1][O:2][C:3]1[CH:4]=[C:5]([CH2:11][CH2:12][CH2:13][CH2:14][O:15][S:17]([CH3:16])(=[O:19])=[O:18])[CH:6]=[CH:7][C:8]=1[O:9][CH3:10], predict the reactants needed to synthesize it. The reactants are: [CH3:1][O:2][C:3]1[CH:4]=[C:5]([CH2:11][CH2:12][CH2:13][CH2:14][OH:15])[CH:6]=[CH:7][C:8]=1[O:9][CH3:10].[CH3:16][S:17](Cl)(=[O:19])=[O:18].